This data is from Full USPTO retrosynthesis dataset with 1.9M reactions from patents (1976-2016). The task is: Predict the reactants needed to synthesize the given product. (1) Given the product [CH2:1]([C@@H:4]([CH:8]([CH3:9])[CH3:10])[C:5]([NH2:7])=[O:6])[CH2:3][CH3:11], predict the reactants needed to synthesize it. The reactants are: [CH:1]([CH:4]([CH:8]([CH3:10])[CH3:9])[C:5]([NH2:7])=[O:6])([CH3:3])C.[CH3:11]OC(C)(C)C. (2) Given the product [ClH:37].[NH2:1][C:2]1[CH:3]=[N:4][C:5]2[C:10]([C:11]=1[CH2:12][CH2:13][C:14]13[CH2:15][CH2:16][C:17]([NH:22][CH2:23][C:24]4[CH:25]=[CH:26][C:27]5[O:28][CH2:29][C:30](=[O:34])[NH:31][C:32]=5[N:33]=4)([CH2:18][CH2:19]1)[CH2:20][CH2:21]3)=[N:9][C:8]([O:35][CH3:36])=[CH:7][CH:6]=2, predict the reactants needed to synthesize it. The reactants are: [NH2:1][C:2]1[CH:3]=[N:4][C:5]2[C:10]([C:11]=1[CH2:12][CH2:13][C:14]13[CH2:21][CH2:20][C:17]([NH:22][CH2:23][C:24]4[CH:25]=[CH:26][C:27]5[O:28][CH2:29][C:30](=[O:34])[NH:31][C:32]=5[N:33]=4)([CH2:18][CH2:19]1)[CH2:16][CH2:15]3)=[N:9][C:8]([O:35][CH3:36])=[CH:7][CH:6]=2.[ClH:37]. (3) The reactants are: C([O:4][CH2:5][C:6]([CH3:54])([CH3:53])[CH2:7][N:8]1[C:14]2[CH:15]=[CH:16][C:17]([Cl:19])=[CH:18][C:13]=2[C@@H:12]([C:20]2[CH:25]=[CH:24][CH:23]=[C:22]([O:26][CH3:27])[C:21]=2[O:28][CH3:29])[O:11][C@H:10]([CH2:30][C:31]([NH:33][C:34]2[CH:35]=[CH:36][C:37]3[O:41][C:40]([C:42]([O:44]CC)=[O:43])=[C:39]([O:47][CH:48]([CH3:50])[CH3:49])[C:38]=3[CH:51]=2)=[O:32])[C:9]1=[O:52])(=O)C.[OH-].[Na+].Cl. Given the product [Cl:19][C:17]1[CH:16]=[CH:15][C:14]2[N:8]([CH2:7][C:6]([CH3:54])([CH3:53])[CH2:5][OH:4])[C:9](=[O:52])[C@@H:10]([CH2:30][C:31]([NH:33][C:34]3[CH:35]=[CH:36][C:37]4[O:41][C:40]([C:42]([OH:44])=[O:43])=[C:39]([O:47][CH:48]([CH3:50])[CH3:49])[C:38]=4[CH:51]=3)=[O:32])[O:11][C@H:12]([C:20]3[CH:25]=[CH:24][CH:23]=[C:22]([O:26][CH3:27])[C:21]=3[O:28][CH3:29])[C:13]=2[CH:18]=1, predict the reactants needed to synthesize it. (4) Given the product [F:34][C:35]1[CH:36]=[C:37]([CH:40]=[C:41]([F:43])[CH:42]=1)[CH2:4][N:5]1[C:10](=[O:11])[CH:9]=[CH:8][C:7]([CH2:12][C:13]2[C:21]3[C:16](=[CH:17][CH:18]=[C:19]([F:22])[CH:20]=3)[N:15]([CH2:23][C:24]([O:26][CH3:27])=[O:25])[C:14]=2[CH3:28])=[CH:6]1, predict the reactants needed to synthesize it. The reactants are: FC1C=C(F)C=CC=1[CH2:4][N:5]1[C:10](=[O:11])[CH:9]=[CH:8][C:7]([CH2:12][C:13]2[C:21]3[C:16](=[CH:17][CH:18]=[C:19]([F:22])[CH:20]=3)[N:15]([CH2:23][C:24]([O:26][CH3:27])=[O:25])[C:14]=2[CH3:28])=[CH:6]1.[F:34][C:35]1[CH:36]=[C:37]([CH:40]=[C:41]([F:43])[CH:42]=1)CBr.[I-].[Na+]. (5) Given the product [Br:10][C:11]1[CH:12]=[C:13]2[CH:14]=[CH:15][N:16]([CH:3]3[CH2:4][O:1][CH2:2]3)[C:17]2=[N:27][CH:19]=1, predict the reactants needed to synthesize it. The reactants are: [O:1]1[CH2:4][CH:3](CS([O-])(=O)=O)[CH2:2]1.[Br:10][C:11]1[CH:12]=[C:13]2[C:17](=C[CH:19]=1)[NH:16][CH:15]=[CH:14]2.C(=O)([O-])[O-].[Cs+].[Cs+].C[N:27](C=O)C. (6) Given the product [OH2:1].[OH:1][C@@H:2]([C:4]1[N:15]([C@@H:16]2[CH2:21][O:20][C@@H:19]([CH2:22][C:23]#[N:24])[CH2:18][CH2:17]2)[C:7]2=[C:8]3[S:14][CH:13]=[CH:12][C:9]3=[N:10][CH:11]=[C:6]2[N:5]=1)[CH3:3], predict the reactants needed to synthesize it. The reactants are: [OH:1][C@@H:2]([C:4]1[N:15]([C@@H:16]2[CH2:21][O:20][C@@H:19]([CH2:22][C:23]#[N:24])[CH2:18][CH2:17]2)[C:7]2=[C:8]3[S:14][CH:13]=[CH:12][C:9]3=[N:10][CH:11]=[C:6]2[N:5]=1)[CH3:3]. (7) Given the product [Br:13][C:14]1[CH:15]=[C:16]([C:24]([C:26]2[N:27]([CH2:31][CH3:32])[N:28]=[CH:29][CH:30]=2)=[O:25])[C:17]([F:20])=[N:18][CH:19]=1, predict the reactants needed to synthesize it. The reactants are: C(NC(C)C)(C)C.C([Li])CCC.[Br:13][C:14]1[CH:15]=[CH:16][C:17]([F:20])=[N:18][CH:19]=1.CON(C)[C:24]([C:26]1[N:27]([CH2:31][CH3:32])[N:28]=[CH:29][CH:30]=1)=[O:25]. (8) Given the product [ClH:1].[CH:15]([O:12][C:11](=[O:13])[C@H:3]([CH2:4][C:5]1[CH:10]=[CH:9][CH:8]=[CH:7][CH:6]=1)[NH2:2])([CH3:24])[CH3:16].[ClH:1].[CH:3]([O:25][C:24](=[O:26])[C@H:15]([CH2:16][C:17]1[CH:18]=[CH:19][C:20]([OH:23])=[CH:21][CH:22]=1)[NH2:14])([CH3:11])[CH3:4], predict the reactants needed to synthesize it. The reactants are: [ClH:1].[NH2:2][C@H:3]([C:11]([OH:13])=[O:12])[CH2:4][C:5]1[CH:10]=[CH:9][CH:8]=[CH:7][CH:6]=1.[NH2:14][C@H:15]([C:24]([OH:26])=[O:25])[CH2:16][C:17]1[CH:22]=[CH:21][C:20]([OH:23])=[CH:19][CH:18]=1. (9) Given the product [S:3]1[C:7]2[CH:8]=[CH:9][CH:10]=[CH:11][C:6]=2[N:5]=[C:4]1[NH:12][C@H:13]1[CH2:16][C@H:15]([C:19]2[C:24]([CH:25]3[CH2:26][CH2:27][O:28][CH2:29][CH2:30]3)=[CH:23][C:22]([F:31])=[CH:21][N:20]=2)[CH2:14]1, predict the reactants needed to synthesize it. The reactants are: [H-].[Na+].[S:3]1[C:7]2[CH:8]=[CH:9][CH:10]=[CH:11][C:6]=2[N:5]=[C:4]1[NH:12][C@@H:13]1[CH2:16][C@H:15](O)[CH2:14]1.F[C:19]1[C:24]([CH:25]2[CH2:30][CH2:29][O:28][CH2:27][CH2:26]2)=[CH:23][C:22]([F:31])=[CH:21][N:20]=1.[NH4+].[Cl-]. (10) The reactants are: C(OC([N:6]1[C:10]2=[N:11][CH:12]=[CH:13][CH:14]=[C:9]2[C:8](C2CCN(C(OCC)=O)CC2)=[CH:7]1)=O)C.[OH-].[K+]. Given the product [N:11]1([C:8]2[C:9]3[C:10](=[N:11][CH:12]=[CH:13][CH:14]=3)[NH:6][CH:7]=2)[CH2:12][CH2:13][CH2:14][CH2:9][CH2:10]1, predict the reactants needed to synthesize it.